This data is from Catalyst prediction with 721,799 reactions and 888 catalyst types from USPTO. The task is: Predict which catalyst facilitates the given reaction. Reactant: Br[CH2:2][C:3]([O:5][CH2:6][CH3:7])=[O:4].[Br:8][C:9]1[CH:14]=[CH:13][C:12]([OH:15])=[C:11]([O:16][CH2:17][CH3:18])[CH:10]=1.C([O-])(=O)C.[K+].O. Product: [Br:8][C:9]1[CH:14]=[CH:13][C:12]([O:15][CH2:2][C:3]([O:5][CH2:6][CH3:7])=[O:4])=[C:11]([O:16][CH2:17][CH3:18])[CH:10]=1. The catalyst class is: 42.